From a dataset of M1 muscarinic receptor agonist screen with 61,833 compounds. Binary Classification. Given a drug SMILES string, predict its activity (active/inactive) in a high-throughput screening assay against a specified biological target. (1) The compound is S(=O)(=O)(Nc1cc(cc(c1)C(OC)=O)C(OC)=O)c1cc2CCC(=O)Nc2cc1. The result is 0 (inactive). (2) The compound is S(c1ccc(NC(=O)NCCCN2CCN(CC2)c2c(F)cccc2)cc1)C. The result is 0 (inactive). (3) The molecule is O=C(NCc1cc2OCOc2cc1)C1CCC(CC1)CNC1=C(N2CCCCC2)C(=O)C1=O. The result is 0 (inactive). (4) The result is 0 (inactive). The compound is s1c(N2CC(CCC2)C(=O)N2CCc3c2cccc3)nn2c1nc(cc2=O)C.